From a dataset of Forward reaction prediction with 1.9M reactions from USPTO patents (1976-2016). Predict the product of the given reaction. (1) Given the reactants Cl.[CH3:2][O:3][C:4](=[O:15])[C@H:5]([CH3:14])[NH:6][C:7]1[CH:12]=[CH:11][C:10]([Cl:13])=[CH:9][CH:8]=1.Cl.CN(C)CCCN=C=NCC.O.ON1C2C=CC=CC=2N=N1.CN1CC[O:43][CH2:42]C1, predict the reaction product. The product is: [CH3:2][O:3][C:4](=[O:15])[C@H:5]([CH3:14])[N:6]([C:7]1[CH:12]=[CH:11][C:10]([Cl:13])=[CH:9][CH:8]=1)[CH:42]=[O:43]. (2) Given the reactants OC(CC/C=C(/CCC=C(C)C)\C)(C=C)C.BrC1C=C(Br)C(O)=C2C=1C=CC=N2.CS(C)=O.[CH3:34][C:35]([CH3:49])=[CH:36][CH2:37][CH2:38]/[C:39](/[CH3:48])=[CH:40]/[CH2:41][CH2:42]/[C:43](/[CH3:47])=[CH:44]/[CH:45]=[O:46].[CH3:50][C:51]([CH3:65])=[CH:52][CH2:53][CH2:54]/[C:55](/[CH3:64])=[CH:56]/[CH2:57][CH2:58]/[C:59](/[CH3:63])=[CH:60]\[CH:61]=[O:62], predict the reaction product. The product is: [CH3:34][C:35]([CH3:49])=[CH:36][CH2:37][CH2:38]/[C:39](/[CH3:48])=[CH:40]/[CH2:41][CH2:42]/[C:43](/[CH3:47])=[CH:44]/[CH:45]=[O:46].[CH3:50][C:51]([CH3:65])=[CH:52][CH2:53][CH2:54]/[C:55](/[CH3:64])=[CH:56]/[CH2:57][CH2:58]/[C:59](/[CH3:63])=[CH:60]\[CH:61]=[O:62]. (3) Given the reactants [C:1]([C:5]1[CH:12]=[CH:11][C:8]([CH:9]=O)=[CH:7][CH:6]=1)([O:3][CH3:4])=[O:2].[C:13]([O:17][C:18]([CH3:21])([CH3:20])[CH3:19])(=[O:16])[NH:14][NH2:15].CC(O)=O, predict the reaction product. The product is: [CH3:4][O:3][C:1]([C:5]1[CH:12]=[CH:11][C:8](/[CH:9]=[N:15]/[NH:14][C:13]([O:17][C:18]([CH3:21])([CH3:20])[CH3:19])=[O:16])=[CH:7][CH:6]=1)=[O:2]. (4) Given the reactants [CH3:1][O:2][C:3]1[CH:8]=[C:7]([N+:9]([O-:11])=[O:10])[CH:6]=[CH:5][C:4]=1[C:12]1[S:16][C:15]([CH2:17][NH:18][C:19](=O)[CH3:20])=[N:14][N:13]=1.P(Cl)(Cl)(Cl)=O, predict the reaction product. The product is: [CH3:1][O:2][C:3]1[CH:8]=[C:7]([N+:9]([O-:11])=[O:10])[CH:6]=[CH:5][C:4]=1[C:12]1[S:16][C:15]2=[CH:17][N:18]=[C:19]([CH3:20])[N:14]2[N:13]=1. (5) Given the reactants [CH:1]1([C:7]([C:9]2[CH:14]=[CH:13][CH:12]=[CH:11][N:10]=2)=O)[CH2:6][CH2:5][CH2:4][CH2:3][CH2:2]1.[NH:15]([C:17]1[S:18][C:19]2[CH:25]=[CH:24][CH:23]=[CH:22][C:20]=2[N:21]=1)[NH2:16], predict the reaction product. The product is: [S:18]1[C:19]2[CH:25]=[CH:24][CH:23]=[CH:22][C:20]=2[N:21]=[C:17]1[NH:15][N:16]=[C:7]([CH:1]1[CH2:6][CH2:5][CH2:4][CH2:3][CH2:2]1)[C:9]1[CH:14]=[CH:13][CH:12]=[CH:11][N:10]=1.